The task is: Predict the reactants needed to synthesize the given product.. This data is from Full USPTO retrosynthesis dataset with 1.9M reactions from patents (1976-2016). Given the product [CH2:12]([N:19]1[CH2:28][CH2:27][C:26]2[C:21](=[N:22][C:23]([NH:4][CH:2]([CH3:3])[CH3:1])=[C:24]([N:29]3[CH2:34][CH2:33][CH:32]([C:35]([C:37]4[CH:42]=[C:41]([Cl:43])[CH:40]=[CH:39][C:38]=4[F:44])=[O:36])[CH2:31][CH2:30]3)[N:25]=2)[CH2:20]1)[C:13]1[CH:14]=[CH:15][CH:16]=[CH:17][CH:18]=1.[C:6]([OH:7])([C:8]([F:11])([F:10])[F:9])=[O:5], predict the reactants needed to synthesize it. The reactants are: [CH3:1][CH:2]([NH2:4])[CH3:3].[OH:5][C:6]([C:8]([F:11])([F:10])[F:9])=[O:7].[CH2:12]([N:19]1[CH2:28][CH2:27][C:26]2[C:21](=[N:22][C:23](Cl)=[C:24]([N:29]3[CH2:34][CH2:33][CH:32]([C:35]([C:37]4[CH:42]=[C:41]([Cl:43])[CH:40]=[CH:39][C:38]=4[F:44])=[O:36])[CH2:31][CH2:30]3)[N:25]=2)[CH2:20]1)[C:13]1[CH:18]=[CH:17][CH:16]=[CH:15][CH:14]=1.CC(C)([O-])C.[Na+].